Dataset: Reaction yield outcomes from USPTO patents with 853,638 reactions. Task: Predict the reaction yield, written as a fraction of the theoretical maximum amount of product (1.0 means a 100% yield; for example, 0.34 means a 34% yield). (1) The reactants are C([O:4][CH2:5][C@@H:6]1[C@@H:11]([O:12]C(=O)C)[C@H:10]([O:16]C(=O)C)[C@H:9]([O:20]C(=O)C)[C@@H:8]([C:24]2[CH:29]=[CH:28][C:27]([C:30]3[CH:35]=[CH:34][C:33]([C:36]4[CH:41]=[CH:40][CH:39]=[C:38]([C:42](=[O:45])[NH:43][CH3:44])[CH:37]=4)=[CH:32][C:31]=3[CH3:46])=[CH:26][CH:25]=2)[O:7]1)(=O)C.CO[Na]. The catalyst is CO. The product is [CH3:44][NH:43][C:42](=[O:45])[C:38]1[CH:39]=[CH:40][CH:41]=[C:36]([C:33]2[CH:34]=[CH:35][C:30]([C:27]3[CH:26]=[CH:25][C:24]([C@@H:8]4[C@@H:9]([OH:20])[C@@H:10]([OH:16])[C@H:11]([OH:12])[C@@H:6]([CH2:5][OH:4])[O:7]4)=[CH:29][CH:28]=3)=[C:31]([CH3:46])[CH:32]=2)[CH:37]=1. The yield is 0.830. (2) The reactants are [Cl-].O[NH3+:3].[C:4](=[O:7])([O-])[OH:5].[Na+].CS(C)=O.[CH2:13]([C:17]1[N:18]=[C:19]([CH3:46])[N:20]([CH2:39][C:40]2[CH:45]=[N:44][CH:43]=[CH:42][N:41]=2)[C:21](=[O:38])[C:22]=1[CH2:23][C:24]1[CH:29]=[CH:28][C:27]([C:30]2[C:31]([C:36]#[N:37])=[CH:32][CH:33]=[CH:34][CH:35]=2)=[CH:26][CH:25]=1)[CH2:14][CH2:15][CH3:16]. The catalyst is C(OCC)(=O)C. The product is [CH2:13]([C:17]1[N:18]=[C:19]([CH3:46])[N:20]([CH2:39][C:40]2[CH:45]=[N:44][CH:43]=[CH:42][N:41]=2)[C:21](=[O:38])[C:22]=1[CH2:23][C:24]1[CH:25]=[CH:26][C:27]([C:30]2[CH:35]=[CH:34][CH:33]=[CH:32][C:31]=2[C:36]2[NH:3][C:4](=[O:7])[O:5][N:37]=2)=[CH:28][CH:29]=1)[CH2:14][CH2:15][CH3:16]. The yield is 0.380. (3) The reactants are [O:1]1[C:5]2[CH:6]=[CH:7][C:8]([C:10]3[CH:11]=[C:12]([S:16]([NH:19][C:20]4[CH:29]=[CH:28][C:23]([C:24]([O:26]C)=[O:25])=[C:22]([OH:30])[CH:21]=4)(=[O:18])=[O:17])[S:13][C:14]=3[Cl:15])=[CH:9][C:4]=2[O:3][CH2:2]1.O.CCOCC. The catalyst is [OH-].[Na+]. The product is [O:1]1[C:5]2[CH:6]=[CH:7][C:8]([C:10]3[CH:11]=[C:12]([S:16]([NH:19][C:20]4[CH:29]=[CH:28][C:23]([C:24]([OH:26])=[O:25])=[C:22]([OH:30])[CH:21]=4)(=[O:17])=[O:18])[S:13][C:14]=3[Cl:15])=[CH:9][C:4]=2[O:3][CH2:2]1. The yield is 0.850. (4) The reactants are [C:1]([OH:5])(=O)[CH2:2][OH:3].[CH3:6][C:7]1[CH:12]=[C:11]([NH:13][C:14]2[C:23]3[C:18](=[CH:19][CH:20]=[CH:21][C:22]=3[O:24][CH2:25][CH2:26][NH:27][CH3:28])[N:17]=[CH:16][N:15]=2)[CH:10]=[CH:9][C:8]=1[OH:29].CN(C(ON1N=NC2C=CC=NC1=2)=[N+](C)C)C.F[P-](F)(F)(F)(F)F. The catalyst is CN(C=O)C. The product is [OH:3][CH2:2][C:1]([N:27]([CH2:26][CH2:25][O:24][C:22]1[CH:21]=[CH:20][CH:19]=[C:18]2[C:23]=1[C:14]([NH:13][C:11]1[CH:10]=[CH:9][C:8]([OH:29])=[C:7]([CH3:6])[CH:12]=1)=[N:15][CH:16]=[N:17]2)[CH3:28])=[O:5]. The yield is 0.860.